This data is from Catalyst prediction with 721,799 reactions and 888 catalyst types from USPTO. The task is: Predict which catalyst facilitates the given reaction. (1) Reactant: [Cl:1][C:2]1[CH:19]=[CH:18][C:5]([C:6]([NH:8][C:9]2[C:10]([C:15]([OH:17])=O)=[N:11][CH:12]=[CH:13][N:14]=2)=[O:7])=[CH:4][CH:3]=1.C(N(CC)CC)C.C(Cl)(=O)C(C)(C)C.[Si:34]([O:41][CH2:42][CH2:43][NH:44][C:45]1[CH:50]=[CH:49][C:48]([NH2:51])=[CH:47][CH:46]=1)([C:37]([CH3:40])([CH3:39])[CH3:38])([CH3:36])[CH3:35]. Product: [Si:34]([O:41][CH2:42][CH2:43][NH:44][C:45]1[CH:46]=[CH:47][C:48]([NH:51][C:15]([C:10]2[C:9]([NH:8][C:6](=[O:7])[C:5]3[CH:4]=[CH:3][C:2]([Cl:1])=[CH:19][CH:18]=3)=[N:14][CH:13]=[CH:12][N:11]=2)=[O:17])=[CH:49][CH:50]=1)([C:37]([CH3:40])([CH3:39])[CH3:38])([CH3:36])[CH3:35]. The catalyst class is: 3. (2) Reactant: Cl[C:2]1[CH:10]=[C:9]2[C:5]([C:6]([CH2:18][CH:19]([CH3:21])[CH3:20])=[CH:7][N:8]2[C:11]2[S:12][CH:13]=[C:14]([C:16]#[N:17])[N:15]=2)=[CH:4][CH:3]=1.C(=O)(O)[O-].[Na+].[ClH:27].[NH2:28][OH:29]. Product: [Cl:27][C:2]1[CH:10]=[C:9]2[C:5]([C:6]([CH2:18][CH:19]([CH3:21])[CH3:20])=[CH:7][N:8]2[C:11]2[S:12][CH:13]=[C:14]([C:16](=[NH:17])[NH:28][OH:29])[N:15]=2)=[CH:4][CH:3]=1. The catalyst class is: 5. (3) Reactant: C([O:3][C:4](=[O:33])/[CH:5]=[C:6](/[CH:8]=[CH:9]/[C@@H:10]1[CH2:12][C@@:11]1([C:14]1[CH:15]=[C:16]([C:25]2[CH:30]=[CH:29][C:28]([O:31][CH3:32])=[CH:27][CH:26]=2)[C:17]2[O:21][CH2:20][C:19]([CH3:23])([CH3:22])[C:18]=2[CH:24]=1)[CH3:13])\[CH3:7])C.C(O)C.[OH-].[Na+].O. Product: [CH3:32][O:31][C:28]1[CH:27]=[CH:26][C:25]([C:16]2[C:17]3[O:21][CH2:20][C:19]([CH3:23])([CH3:22])[C:18]=3[CH:24]=[C:14]([C@@:11]3([CH3:13])[CH2:12][C@H:10]3/[CH:9]=[CH:8]/[C:6](/[CH3:7])=[CH:5]/[C:4]([OH:33])=[O:3])[CH:15]=2)=[CH:30][CH:29]=1. The catalyst class is: 10. (4) Product: [F:16][C:17]1[CH:22]=[C:21]([N:7]2[C:8]3[C:13](=[CH:12][CH:11]=[CH:10][CH:9]=3)[CH:14]=[C:6]2[C:4]([N:3]([O:2][CH3:1])[CH3:15])=[O:5])[CH:20]=[CH:19][CH:18]=1. Reactant: [CH3:1][O:2][N:3]([CH3:15])[C:4]([C:6]1[NH:7][C:8]2[C:13]([CH:14]=1)=[CH:12][CH:11]=[CH:10][CH:9]=2)=[O:5].[F:16][C:17]1[CH:18]=[C:19](B(O)O)[CH:20]=[CH:21][CH:22]=1.N1C=CC=CC=1. The catalyst class is: 2.